Dataset: Forward reaction prediction with 1.9M reactions from USPTO patents (1976-2016). Task: Predict the product of the given reaction. (1) Given the reactants [CH2:1]([O:3][C:4](=[O:22])[C:5]([CH3:21])([O:14][C:15]1[CH:20]=[CH:19][CH:18]=[CH:17][CH:16]=1)[CH2:6][C:7]1[CH:12]=[CH:11][C:10]([OH:13])=[CH:9][CH:8]=1)[CH3:2].[CH2:23]([NH:30][C:31]1[N:36]=[C:35](Cl)[CH:34]=[C:33]([Cl:38])[N:32]=1)[C:24]1[CH:29]=[CH:28][CH:27]=[CH:26][CH:25]=1.C([O-])([O-])=O.[Cs+].[Cs+], predict the reaction product. The product is: [CH2:1]([O:3][C:4](=[O:22])[C:5]([CH3:21])([O:14][C:15]1[CH:20]=[CH:19][CH:18]=[CH:17][CH:16]=1)[CH2:6][C:7]1[CH:12]=[CH:11][C:10]([O:13][C:35]2[CH:34]=[C:33]([Cl:38])[N:32]=[C:31]([NH:30][CH2:23][C:24]3[CH:25]=[CH:26][CH:27]=[CH:28][CH:29]=3)[N:36]=2)=[CH:9][CH:8]=1)[CH3:2]. (2) The product is: [NH2:8][C@H:9]1[CH2:14][CH2:13][CH2:12][CH2:11][C@H:10]1[NH:15][C:16]1[CH:17]=[C:18]([NH:25][C:26]2[CH:31]=[CH:30][CH:29]=[C:28]([CH2:32][CH3:33])[N:27]=2)[C:19]([C:22]#[N:23])=[N:20][CH:21]=1. Given the reactants OC(C(F)(F)F)=O.[NH2:8][C@H:9]1[CH2:14][CH2:13][CH2:12][CH2:11][C@H:10]1[NH:15][C:16]1[CH:17]=[C:18](Br)[C:19]([C:22]#[N:23])=[N:20][CH:21]=1.[NH2:25][C:26]1[CH:31]=[CH:30][CH:29]=[C:28]([CH2:32][CH3:33])[N:27]=1.CC1(C)C2C(=C(P(C3C=CC=CC=3)C3C=CC=CC=3)C=CC=2)OC2C(P(C3C=CC=CC=3)C3C=CC=CC=3)=CC=CC1=2.C(=O)([O-])[O-].[Cs+].[Cs+], predict the reaction product. (3) Given the reactants [CH3:1][NH2:2].[Br:3][CH2:4][C:5]([C:7]1[CH:12]=[CH:11][C:10]([O:13][CH3:14])=[C:9]([O:15][CH3:16])[CH:8]=1)=[O:6], predict the reaction product. The product is: [BrH:3].[CH3:16][O:15][C:9]1[CH:8]=[C:7]([C:5](=[O:6])[CH2:4][NH:2][CH3:1])[CH:12]=[CH:11][C:10]=1[O:13][CH3:14]. (4) Given the reactants [CH3:1][O:2][C:3]1[CH:4]=[C:5]2[C:9](=[CH:10][C:11]=1[N+:12]([O-:14])=[O:13])[NH:8][CH2:7][CH2:6]2.Br[CH2:16][C:17](Cl)=[O:18].C([O-])([O-])=O.[K+].[K+].[NH:26]([CH2:29][CH3:30])[CH2:27][CH3:28], predict the reaction product. The product is: [CH2:27]([N:26]([CH2:29][CH3:30])[CH2:16][C:17]([N:8]1[C:9]2[C:5](=[CH:4][C:3]([O:2][CH3:1])=[C:11]([N+:12]([O-:14])=[O:13])[CH:10]=2)[CH2:6][CH2:7]1)=[O:18])[CH3:28].